Dataset: Forward reaction prediction with 1.9M reactions from USPTO patents (1976-2016). Task: Predict the product of the given reaction. Given the reactants C1SCC(C(O)=O)NC1C(O)=O.[Li]C(CC)C.[CH:18]1([C:21]2[CH:22]=[C:23]([CH:27]=[C:28]([F:30])[CH:29]=2)[C:24]([OH:26])=[O:25])[CH2:20][CH2:19]1.[Br:31]C(Cl)(Cl)C(Cl)(Cl)Br, predict the reaction product. The product is: [Br:31][C:27]1[C:28]([F:30])=[CH:29][C:21]([CH:18]2[CH2:19][CH2:20]2)=[CH:22][C:23]=1[C:24]([OH:26])=[O:25].